Dataset: Catalyst prediction with 721,799 reactions and 888 catalyst types from USPTO. Task: Predict which catalyst facilitates the given reaction. Reactant: [NH2:1][C:2]1[C:10]([I:11])=[C:9]([CH3:12])[CH:8]=[CH:7][C:3]=1[C:4](O)=[O:5].[CH:13]([NH2:15])=O. Product: [I:11][C:10]1[C:9]([CH3:12])=[CH:8][CH:7]=[C:3]2[C:2]=1[N:1]=[CH:13][NH:15][C:4]2=[O:5]. The catalyst class is: 37.